This data is from Full USPTO retrosynthesis dataset with 1.9M reactions from patents (1976-2016). The task is: Predict the reactants needed to synthesize the given product. Given the product [OH:29][CH2:25][C@@H:4]1[O:3][C:1](=[O:2])[N:11]([C:12]2[CH:17]=[CH:16][C:15]([N:18]3[CH2:19][CH2:20][O:21][CH2:22][CH2:23]3)=[C:14]([F:24])[CH:13]=2)[CH2:5]1, predict the reactants needed to synthesize it. The reactants are: [C:1]([NH:11][C:12]1[CH:17]=[CH:16][C:15]([N:18]2[CH2:23][CH2:22][O:21][CH2:20][CH2:19]2)=[C:14]([F:24])[CH:13]=1)([O:3][CH2:4][C:5]1C=CC=CC=1)=[O:2].[C:25](OC[C@@H]1OC1)(=[O:29])CCC.C([Li])CCC.CCCCCC.